This data is from Forward reaction prediction with 1.9M reactions from USPTO patents (1976-2016). The task is: Predict the product of the given reaction. (1) Given the reactants [CH2:1]([N:3]1[CH2:8][CH2:7][N:6]([C:9]2[CH:14]=[CH:13][CH:12]=[C:11]([N+:15]([O-])=O)[CH:10]=2)[CH2:5][CH2:4]1)[CH3:2], predict the reaction product. The product is: [CH2:1]([N:3]1[CH2:4][CH2:5][N:6]([C:9]2[CH:10]=[C:11]([CH:12]=[CH:13][CH:14]=2)[NH2:15])[CH2:7][CH2:8]1)[CH3:2]. (2) Given the reactants [H-].[Na+].[C:3]([O:7][C:8]([N:10]1[CH2:15][CH2:14][CH2:13][C:12]([NH:25][C:26]([O:28][CH2:29][C:30]2[CH:35]=[CH:34][CH:33]=[CH:32][CH:31]=2)=[O:27])([C:16]([F:24])([F:23])[CH2:17]OS(C)(=O)=O)[CH2:11]1)=[O:9])([CH3:6])([CH3:5])[CH3:4].O, predict the reaction product. The product is: [C:3]([O:7][C:8]([N:10]1[CH2:15][CH2:14][CH2:13][C:12]2([N:25]([C:26]([O:28][CH2:29][C:30]3[CH:31]=[CH:32][CH:33]=[CH:34][CH:35]=3)=[O:27])[CH2:17][C:16]2([F:24])[F:23])[CH2:11]1)=[O:9])([CH3:4])([CH3:5])[CH3:6]. (3) Given the reactants C[C:2]1([CH3:13])[CH2:11][CH:10](N)[C:9]2[C:4](=[CH:5][CH:6]=[CH:7][CH:8]=2)[O:3]1.[C:14]1([CH:24]([CH3:28])C(O)=O)[C:23]2[C:18](=[CH:19][CH:20]=[CH:21][CH:22]=2)[CH:17]=[CH:16][CH:15]=1.CCN=C=NCCCN(C)C.[ClH:40].C1C=CC2N([OH:50])N=NC=2C=1.C([N:53]([CH2:56][CH3:57])[CH2:54]C)C, predict the reaction product. The product is: [Cl:40][C:7]1[CH:8]=[C:9]2[C:4](=[CH:5][CH:6]=1)[O:3][C:2]1([CH2:11][CH2:10][CH2:13]1)[CH2:57][CH:56]2[NH:53][C:54](=[O:50])[CH2:28][CH2:24][C:14]1[C:23]2[C:18](=[CH:19][CH:20]=[CH:21][CH:22]=2)[CH:17]=[CH:16][CH:15]=1. (4) The product is: [F:1][C:2]1[CH:10]=[C:9]2[C:5]([CH2:6][CH2:7][CH:8]2[NH:11][C:12]2[CH:21]=[CH:20][C:19]3[C:14](=[CH:15][CH:16]=[C:17]([NH:22][C:26]([CH:23]4[CH2:25][CH2:24]4)=[O:27])[CH:18]=3)[N:13]=2)=[CH:4][CH:3]=1. Given the reactants [F:1][C:2]1[CH:10]=[C:9]2[C:5]([CH2:6][CH2:7][CH:8]2[NH:11][C:12]2[CH:21]=[CH:20][C:19]3[C:14](=[CH:15][CH:16]=[C:17]([NH2:22])[CH:18]=3)[N:13]=2)=[CH:4][CH:3]=1.[CH:23]1([C:26](O)=[O:27])[CH2:25][CH2:24]1, predict the reaction product. (5) Given the reactants [Cl:1][C:2]1[CH:9]=[C:8](B2OC(C)(C)C(C)(C)O2)[CH:7]=[CH:6][C:3]=1[C:4]#[N:5].Br[C:20]1[C:21]2[CH:28]([CH3:29])[O:27][C:26](=[O:30])[C:22]=2[CH:23]=[N:24][CH:25]=1.C(Cl)Cl.C([O-])([O-])=O.[Na+].[Na+], predict the reaction product. The product is: [Cl:1][C:2]1[CH:9]=[C:8]([C:20]2[C:21]3[CH:28]([CH3:29])[O:27][C:26](=[O:30])[C:22]=3[CH:23]=[N:24][CH:25]=2)[CH:7]=[CH:6][C:3]=1[C:4]#[N:5]. (6) Given the reactants CC1C=C(C)C=C(C)C=1S([O-])(=O)=O.[NH2:14][N:15]1[C:20]([CH3:21])=[C:19]([Cl:22])[CH:18]=[C:17]([CH3:23])[C:16]1=[NH2+:24].[CH:25]([CH:27]1[CH2:29][CH:28]1[C:30]([O:32]CC)=[O:31])=O.[OH-].[K+].[Li+].[OH-], predict the reaction product. The product is: [Cl:22][C:19]1[CH:18]=[C:17]([CH3:23])[C:16]2[N:15]([N:14]=[C:25]([CH:27]3[CH2:29][CH:28]3[C:30]([OH:32])=[O:31])[N:24]=2)[C:20]=1[CH3:21].